This data is from NCI-60 drug combinations with 297,098 pairs across 59 cell lines. The task is: Regression. Given two drug SMILES strings and cell line genomic features, predict the synergy score measuring deviation from expected non-interaction effect. (1) Drug 1: C1CC(=O)NC(=O)C1N2CC3=C(C2=O)C=CC=C3N. Drug 2: CC1=C(C(=CC=C1)Cl)NC(=O)C2=CN=C(S2)NC3=CC(=NC(=N3)C)N4CCN(CC4)CCO. Cell line: 786-0. Synergy scores: CSS=8.46, Synergy_ZIP=-1.45, Synergy_Bliss=0.833, Synergy_Loewe=2.36, Synergy_HSA=2.37. (2) Drug 1: COC1=C(C=C2C(=C1)N=CN=C2NC3=CC(=C(C=C3)F)Cl)OCCCN4CCOCC4. Drug 2: CC1=CC=C(C=C1)C2=CC(=NN2C3=CC=C(C=C3)S(=O)(=O)N)C(F)(F)F. Cell line: 786-0. Synergy scores: CSS=24.7, Synergy_ZIP=-3.74, Synergy_Bliss=2.23, Synergy_Loewe=3.88, Synergy_HSA=5.05. (3) Drug 1: CC12CCC(CC1=CCC3C2CCC4(C3CC=C4C5=CN=CC=C5)C)O. Drug 2: CCC1=C2CN3C(=CC4=C(C3=O)COC(=O)C4(CC)O)C2=NC5=C1C=C(C=C5)O. Cell line: HCC-2998. Synergy scores: CSS=29.4, Synergy_ZIP=5.52, Synergy_Bliss=2.99, Synergy_Loewe=-1.49, Synergy_HSA=2.82. (4) Drug 1: CN(CCCl)CCCl.Cl. Synergy scores: CSS=58.4, Synergy_ZIP=-2.45, Synergy_Bliss=-2.45, Synergy_Loewe=-1.12, Synergy_HSA=3.36. Cell line: COLO 205. Drug 2: CC1=C(C(=O)C2=C(C1=O)N3CC4C(C3(C2COC(=O)N)OC)N4)N.